From a dataset of Forward reaction prediction with 1.9M reactions from USPTO patents (1976-2016). Predict the product of the given reaction. (1) Given the reactants Cl[C:2]1[CH:7]=[C:6]([O:8][C:9]2[C:18]3[C:13](=[CH:14][CH:15]=[CH:16][CH:17]=3)[C:12]([NH:19][C:20](=[O:26])[O:21][C:22]([CH3:25])([CH3:24])[CH3:23])=[CH:11][CH:10]=2)[CH:5]=[CH:4][N:3]=1.[NH2:27][C:28]1[CH:29]=[C:30]([CH:34]=[C:35]([O:37][CH3:38])[CH:36]=1)[C:31]([OH:33])=[O:32].C([O-])([O-])=O.[Cs+].[Cs+].C1(P(C2C=CC=CC=2)C2C=CC3C(=CC=CC=3)C=2C2C3C(=CC=CC=3)C=CC=2P(C2C=CC=CC=2)C2C=CC=CC=2)C=CC=CC=1, predict the reaction product. The product is: [C:22]([O:21][C:20]([NH:19][C:12]1[C:13]2[C:18](=[CH:17][CH:16]=[CH:15][CH:14]=2)[C:9]([O:8][C:6]2[CH:5]=[CH:4][N:3]=[C:2]([NH:27][C:28]3[CH:29]=[C:30]([CH:34]=[C:35]([O:37][CH3:38])[CH:36]=3)[C:31]([OH:33])=[O:32])[CH:7]=2)=[CH:10][CH:11]=1)=[O:26])([CH3:25])([CH3:24])[CH3:23]. (2) Given the reactants [N:1]1[CH:6]=[CH:5][N:4]=[C:3]2[NH:7][CH:8]=[CH:9][C:2]=12.[Br:10]Br, predict the reaction product. The product is: [Br:10][C:9]1[C:2]2[C:3](=[N:4][CH:5]=[CH:6][N:1]=2)[NH:7][CH:8]=1. (3) Given the reactants [C:1]([C:3]1[CH:18]=[CH:17][C:6]([CH2:7][CH2:8][NH:9]C(=O)OC(C)(C)C)=[CH:5][C:4]=1[O:19][C:20]([F:23])([F:22])[F:21])#[N:2].C(O)(C(F)(F)F)=O, predict the reaction product. The product is: [NH2:9][CH2:8][CH2:7][C:6]1[CH:17]=[CH:18][C:3]([C:1]#[N:2])=[C:4]([O:19][C:20]([F:21])([F:22])[F:23])[CH:5]=1. (4) Given the reactants [C:1]1([CH2:7][C:8]([N:10]2[CH2:15][CH2:14][CH:13]([CH2:16][N:17]3[C:25]4[C:20](=[N:21][C:22]([C:26]5[CH:27]=[N:28][N:29](C6CCCCO6)[CH:30]=5)=[CH:23][CH:24]=4)[CH:19]=[CH:18]3)[CH2:12][CH2:11]2)=[O:9])[CH:6]=[CH:5][CH:4]=[CH:3][CH:2]=1.C1(C)C=CC(S(O)(=O)=O)=CC=1.CO.ClCCl, predict the reaction product. The product is: [NH:28]1[CH:27]=[C:26]([C:22]2[N:21]=[C:20]3[CH:19]=[CH:18][N:17]([CH2:16][CH:13]4[CH2:14][CH2:15][N:10]([C:8](=[O:9])[CH2:7][C:1]5[CH:2]=[CH:3][CH:4]=[CH:5][CH:6]=5)[CH2:11][CH2:12]4)[C:25]3=[CH:24][CH:23]=2)[CH:30]=[N:29]1. (5) The product is: [Cl:8][C:6]1[CH:7]=[C:2]([N:26]2[CH2:31][CH2:30][O:29][CH2:28][CH2:27]2)[C:3]2[N:4]([CH:11]=[C:12]([C:14]3[CH:15]=[N:16][N:17]([C:20]4[CH:25]=[CH:24][CH:23]=[CH:22][CH:21]=4)[C:18]=3[CH3:19])[N:9]=2)[N:5]=1. Given the reactants Br[C:2]1[CH:7]=[C:6]([Cl:8])[N:5]=[N:4][C:3]=1[NH2:9].Br[CH2:11][C:12]([C:14]1[CH:15]=[N:16][N:17]([C:20]2[CH:25]=[CH:24][CH:23]=[CH:22][CH:21]=2)[C:18]=1[CH3:19])=O.[NH:26]1[CH2:31][CH2:30][O:29][CH2:28][CH2:27]1, predict the reaction product. (6) Given the reactants [OH:1][C:2]1[CH:9]=[CH:8][CH:7]=[CH:6][C:3]=1[C:4]#[N:5].C1N2CN3CN(C2)CN1C3.C[CH2:21][O:22]C(C)=O, predict the reaction product. The product is: [CH:21]([C:7]1[CH:8]=[CH:9][C:2]([OH:1])=[C:3]([CH:6]=1)[C:4]#[N:5])=[O:22].[CH:21]([C:9]1[C:2]([OH:1])=[C:3]([CH:6]=[CH:7][CH:8]=1)[C:4]#[N:5])=[O:22]. (7) Given the reactants [CH2:1]([C@@:3]12[C@@:14]([CH2:16][CH2:17][C:18]3[C:23]([CH:24]([F:28])[C:25]([OH:27])=O)=[C:22]([O:29][CH3:30])[CH:21]=[CH:20][N:19]=3)([OH:15])[CH2:13][CH2:12][C:11]1=[CH:10][C:9]1[N:8]([C:31]3[CH:36]=[CH:35][C:34]([F:37])=[CH:33][CH:32]=3)[N:7]=[CH:6][C:5]=1[CH2:4]2)[CH3:2].N.C[N:40]1CCOCC1.CN(C(ON1N=NC2C=CC=NC1=2)=[N+](C)C)C.F[P-](F)(F)(F)(F)F, predict the reaction product. The product is: [CH2:1]([C@@:3]12[C@@:14]([CH2:16][CH2:17][C:18]3[C:23]([CH:24]([F:28])[C:25]([NH2:40])=[O:27])=[C:22]([O:29][CH3:30])[CH:21]=[CH:20][N:19]=3)([OH:15])[CH2:13][CH2:12][C:11]1=[CH:10][C:9]1[N:8]([C:31]3[CH:32]=[CH:33][C:34]([F:37])=[CH:35][CH:36]=3)[N:7]=[CH:6][C:5]=1[CH2:4]2)[CH3:2].